Task: Predict the product of the given reaction.. Dataset: Forward reaction prediction with 1.9M reactions from USPTO patents (1976-2016) (1) Given the reactants [ClH:1].Cl.[NH2:3][C:4]1[CH:23]=[CH:22][C:7]2[CH:8]=[C:9]([C:11]([NH:13][C@@H:14]3[CH:19]4[CH2:20][CH2:21][N:16]([CH2:17][CH2:18]4)[CH2:15]3)=[O:12])[S:10][C:6]=2[CH:5]=1.C(N(CC)CC)C.[CH3:31][O:32][C:33]1[CH:38]=[CH:37][CH:36]=[CH:35][C:34]=1[N:39]=[C:40]=[O:41], predict the reaction product. The product is: [ClH:1].[N:16]12[CH2:21][CH2:20][CH:19]([CH2:18][CH2:17]1)[C@@H:14]([NH:13][C:11]([C:9]1[S:10][C:6]3[CH:5]=[C:4]([NH:3][C:40]([NH:39][C:34]4[CH:35]=[CH:36][CH:37]=[CH:38][C:33]=4[O:32][CH3:31])=[O:41])[CH:23]=[CH:22][C:7]=3[CH:8]=1)=[O:12])[CH2:15]2. (2) Given the reactants Cl[C:2]1[CH:11]=[C:10]([C:12]#[N:13])[C:5]([C:6]([O:8][CH3:9])=[O:7])=[C:4]([C:14]2[CH:15]=[N:16][N:17]([CH3:19])[CH:18]=2)[N:3]=1.[NH2:20][CH2:21][C@@H:22]([NH:26][C:27](=[O:33])[O:28][C:29]([CH3:32])([CH3:31])[CH3:30])[CH2:23][O:24][CH3:25].CCN(C(C)C)C(C)C, predict the reaction product. The product is: [C:29]([O:28][C:27]([NH:26][C@@H:22]([CH2:23][O:24][CH3:25])[CH2:21][NH:20][C:2]1[CH:11]=[C:10]([C:12]#[N:13])[C:5]([C:6]([O:8][CH3:9])=[O:7])=[C:4]([C:14]2[CH:15]=[N:16][N:17]([CH3:19])[CH:18]=2)[N:3]=1)=[O:33])([CH3:32])([CH3:31])[CH3:30]. (3) Given the reactants C(O)(C(F)(F)F)=O.C([O:12][C:13]([CH:15]1[CH2:19][CH:18]([O:20][C:21]2[C:30]3[C:25](=[C:26]([CH3:33])[C:27]([O:31][CH3:32])=[CH:28][CH:29]=3)[N:24]=[C:23]([C:34]3[CH:39]=[CH:38][CH:37]=[C:36]([CH3:40])[N:35]=3)[CH:22]=2)[CH2:17][CH:16]1[C:41](=[O:53])[NH:42][C:43]1([C:48]([O:50][CH2:51][CH3:52])=[O:49])[CH2:45][CH:44]1[CH:46]=[CH2:47])=[O:14])(C)(C)C.C([SiH](CC)CC)C, predict the reaction product. The product is: [CH2:51]([O:50][C:48]([C:43]1([NH:42][C:41]([CH:16]2[CH2:17][CH:18]([O:20][C:21]3[C:30]4[C:25](=[C:26]([CH3:33])[C:27]([O:31][CH3:32])=[CH:28][CH:29]=4)[N:24]=[C:23]([C:34]4[CH:39]=[CH:38][CH:37]=[C:36]([CH3:40])[N:35]=4)[CH:22]=3)[CH2:19][CH:15]2[C:13]([OH:14])=[O:12])=[O:53])[CH2:45][CH:44]1[CH:46]=[CH2:47])=[O:49])[CH3:52]. (4) Given the reactants [Br:1][C:2]1[CH:3]=[N:4][C:5]([C:8]([OH:10])=[O:9])=[N:6][CH:7]=1.[C:11]1([CH3:21])[CH:16]=CC(S(Cl)(=O)=O)=C[CH:12]=1, predict the reaction product. The product is: [C:11]([O:9][C:8]([C:5]1[N:6]=[CH:7][C:2]([Br:1])=[CH:3][N:4]=1)=[O:10])([CH3:21])([CH3:16])[CH3:12].